Dataset: Forward reaction prediction with 1.9M reactions from USPTO patents (1976-2016). Task: Predict the product of the given reaction. (1) Given the reactants [CH3:1][O:2][C:3](=[O:20])[C:4]1[CH:9]=[CH:8][C:7]([O:10][CH2:11][CH:12]=[C:13]([CH3:15])[CH3:14])=[C:6]([C:16]([CH3:19])([CH3:18])[CH3:17])[CH:5]=1.FC(F)(F)S(O)(=O)=O, predict the reaction product. The product is: [CH3:1][O:2][C:3]([C:4]1[CH:9]=[C:8]2[C:7](=[C:6]([C:16]([CH3:19])([CH3:18])[CH3:17])[CH:5]=1)[O:10][CH2:11][CH2:12][C:13]2([CH3:14])[CH3:15])=[O:20]. (2) The product is: [CH3:1][C:2]1[C:8]([CH3:9])=[CH:7][CH:6]=[C:5]([N+:35]([O-:37])=[O:36])[C:3]=1[N:4]=[C:70]1[S:71][CH2:61][C:60]2([CH2:59][CH2:64][CH2:63][CH2:62]2)[NH:69]1. Given the reactants [CH3:1][C:2]1[C:8]([CH3:9])=[CH:7][CH:6]=[CH:5][C:3]=1[NH2:4].CC1C=CC=C(NC(C)=O)C=1C.C(N)(=O)C.CC1C(C)=CC=C([N+:35]([O-:37])=[O:36])C=1N.NC1C=CC=CC=1.OCCN.Cl.ClCC1(N)CCCC1.C[C:59]1[C:64](C)=[CH:63][CH:62]=[C:61]([N+]([O-])=O)[C:60]=1[N:69]=[C:70]=[S:71], predict the reaction product. (3) Given the reactants [C:1]1([C:19]2[CH:24]=[CH:23][CH:22]=[CH:21][CH:20]=2)[CH:6]=[CH:5][CH:4]=[C:3]([NH:7][C:8](=[O:18])[CH2:9][CH2:10][CH2:11][CH2:12][CH2:13][CH2:14][C:15]([OH:17])=O)[CH:2]=1.[NH2:25][C:26]1[CH:31]=[C:30]([C:32]2[S:33][CH:34]=[CH:35][CH:36]=2)[CH:29]=[CH:28][C:27]=1[NH:37]C(=O)OC(C)(C)C.C(N(CC)CC)C, predict the reaction product. The product is: [NH2:37][C:27]1[CH:28]=[CH:29][C:30]([C:32]2[S:33][CH:34]=[CH:35][CH:36]=2)=[CH:31][C:26]=1[NH:25][C:15](=[O:17])[CH2:14][CH2:13][CH2:12][CH2:11][CH2:10][CH2:9][C:8]([NH:7][C:3]1[CH:2]=[C:1]([C:19]2[CH:24]=[CH:23][CH:22]=[CH:21][CH:20]=2)[CH:6]=[CH:5][CH:4]=1)=[O:18]. (4) Given the reactants [CH3:1][O:2][C:3]1[N:4]=[CH:5][C:6]2[S:11][CH:10]=[CH:9][C:7]=2[N:8]=1.[Br:12]Br, predict the reaction product. The product is: [Br:12][C:9]1[C:7]2[N:8]=[C:3]([O:2][CH3:1])[N:4]=[CH:5][C:6]=2[S:11][CH:10]=1. (5) Given the reactants [Mg].II.Br[C:5]1[CH:10]=[CH:9][C:8]([F:11])=[CH:7][C:6]=1[CH3:12].C[O:14][C:15]1[CH:20]=[CH:19][N:18]=[CH:17][CH:16]=1.[C:21]([O:25][C:26](O[C:26]([O:25][C:21]([CH3:24])([CH3:23])[CH3:22])=[O:27])=[O:27])([CH3:24])([CH3:23])[CH3:22].C(O)(=O)CC(CC(O)=O)(C(O)=O)O, predict the reaction product. The product is: [C:21]([O:25][C:26]([N:18]1[CH:19]=[CH:20][C:15](=[O:14])[CH2:16][CH:17]1[C:5]1[CH:10]=[CH:9][C:8]([F:11])=[CH:7][C:6]=1[CH3:12])=[O:27])([CH3:24])([CH3:23])[CH3:22]. (6) Given the reactants FC1N=C(C([NH:10][NH2:11])=O)C=CC=1.[F:12][C:13]1[C:14]([C:20]([OH:22])=O)=[N:15][CH:16]=[C:17]([F:19])[CH:18]=1.FC1N=C(C(O)=O)C=CC=1, predict the reaction product. The product is: [F:12][C:13]1[C:14]([C:20]([NH:10][NH2:11])=[O:22])=[N:15][CH:16]=[C:17]([F:19])[CH:18]=1.